From a dataset of Full USPTO retrosynthesis dataset with 1.9M reactions from patents (1976-2016). Predict the reactants needed to synthesize the given product. Given the product [CH2:1]([C:5]([C:14]1[CH:15]=[CH:16][CH:17]=[CH:18][CH:19]=1)([CH2:10][CH2:11][CH2:12][CH3:13])[C:6]([OH:8])=[O:7])[CH2:2][CH2:3][CH3:4], predict the reactants needed to synthesize it. The reactants are: [CH2:1]([C:5]([C:14]1[CH:19]=[CH:18][CH:17]=[CH:16][CH:15]=1)([CH2:10][CH2:11][CH2:12][CH3:13])[C:6]([O:8]C)=[O:7])[CH2:2][CH2:3][CH3:4].C1(C(CCC)(CCC)C(OC)=O)C=CC=CC=1.